This data is from Forward reaction prediction with 1.9M reactions from USPTO patents (1976-2016). The task is: Predict the product of the given reaction. Given the reactants Cl.[Cl:2][C:3]1[CH:8]=[CH:7][C:6]([C:9]2([OH:21])[CH2:14][CH2:13][N:12]([C@H:15]3[C@H:19]([OH:20])[CH2:18][NH:17][CH2:16]3)[CH2:11][CH2:10]2)=[CH:5][CH:4]=1.ClC1C(C)=CN=[C:25]([C:30]([F:33])([F:32])[F:31])[N:24]=1.C([N:37]([CH:40]([CH3:42])[CH3:41])[CH2:38]C)(C)C, predict the reaction product. The product is: [Cl:2][C:3]1[CH:8]=[CH:7][C:6]([C:9]2([OH:21])[CH2:14][CH2:13][N:12]([CH:15]3[CH:19]([OH:20])[CH2:18][N:17]([C:38]4[N:37]=[C:40]([CH3:41])[CH:42]=[C:25]([C:30]([F:33])([F:32])[F:31])[N:24]=4)[CH2:16]3)[CH2:11][CH2:10]2)=[CH:5][CH:4]=1.